Dataset: Reaction yield outcomes from USPTO patents with 853,638 reactions. Task: Predict the reaction yield, written as a fraction of the theoretical maximum amount of product (1.0 means a 100% yield; for example, 0.34 means a 34% yield). (1) The reactants are Br[Zn][CH2:3][C:4]([O:6][CH2:7][CH3:8])=[O:5].[CH:9]([C:12]([C:14]1[CH:19]=[CH:18][CH:17]=[CH:16][CH:15]=1)=[O:13])=[CH:10][CH3:11].Cl.C(OCC)(=O)C. The catalyst is C1COCC1. The product is [OH:13][C:12]([C:14]1[CH:19]=[CH:18][CH:17]=[CH:16][CH:15]=1)([CH:9]=[CH:10][CH3:11])[CH2:3][C:4]([O:6][CH2:7][CH3:8])=[O:5]. The yield is 0.930. (2) The reactants are O.Cl.[NH:3]1[CH2:8][CH2:7][C:6](=[O:9])[CH2:5][CH2:4]1.N12CCCN=C1CCCCC2.[C:21]1(=[CH:25][C:26]([O:28][C:29]([CH3:32])([CH3:31])[CH3:30])=[O:27])[CH2:24][CH2:23][CH2:22]1. The catalyst is C(#N)C.CCOC(C)=O. The product is [C:29]([O:28][C:26](=[O:27])[CH2:25][C:21]1([N:3]2[CH2:8][CH2:7][C:6](=[O:9])[CH2:5][CH2:4]2)[CH2:24][CH2:23][CH2:22]1)([CH3:32])([CH3:30])[CH3:31]. The yield is 0.110. (3) The reactants are [CH2:1]([O:3][CH2:4][CH2:5][N:6]1[C:14]2[C:9](=[CH:10][CH:11]=[CH:12][CH:13]=2)[C:8]([CH:15]2[CH2:20][CH2:19][NH:18][CH2:17][CH2:16]2)=[CH:7]1)[CH3:2].[C:21]([O:25]CC)(=[O:24])[CH:22]=[CH2:23]. The catalyst is C(O)C. The product is [CH2:1]([O:3][CH2:4][CH2:5][N:6]1[C:14]2[C:9](=[CH:10][CH:11]=[CH:12][CH:13]=2)[C:8]([CH:15]2[CH2:16][CH2:17][N:18]([CH2:23][CH2:22][C:21]([OH:25])=[O:24])[CH2:19][CH2:20]2)=[CH:7]1)[CH3:2]. The yield is 0.670. (4) The yield is 0.530. The product is [Br:1][C:2]1[C:3]2[C:7]([CH:8]=[CH:9][CH:10]=1)=[N:6][N:5]([CH2:12][C:13]1[CH:18]=[CH:17][CH:16]=[C:15]([O:19][CH3:20])[CH:14]=1)[CH:4]=2. No catalyst specified. The reactants are [Br:1][C:2]1[CH:10]=[CH:9][CH:8]=[C:7]2[C:3]=1[CH:4]=[N:5][NH:6]2.Br[CH2:12][C:13]1[CH:18]=[CH:17][CH:16]=[C:15]([O:19][CH3:20])[CH:14]=1. (5) The reactants are S(Cl)([Cl:4])(=O)=O.[CH2:6]([O:8][C:9](=[O:18])[CH2:10][C:11](=[O:17])[C:12]([CH3:16])([CH3:15])[CH:13]=[CH2:14])[CH3:7]. The catalyst is C(Cl)(Cl)Cl. The product is [CH2:6]([O:8][C:9](=[O:18])[CH:10]([Cl:4])[C:11](=[O:17])[C:12]([CH3:16])([CH3:15])[CH:13]=[CH2:14])[CH3:7]. The yield is 0.930. (6) The catalyst is O1CCOCC1.C1C=CC(/C=C/C(/C=C/C2C=CC=CC=2)=O)=CC=1.C1C=CC(/C=C/C(/C=C/C2C=CC=CC=2)=O)=CC=1.[Pd]. The product is [CH3:1][O:2][C:3](=[O:17])[NH:4][C:5]1[S:6][C:7]2[C:13]([C:23]3[CH2:28][CH2:27][CH2:26][CH2:25][CH:24]=3)=[CH:12][CH:11]=[C:10]([O:15][CH3:16])[C:8]=2[N:9]=1. The yield is 0.180. The reactants are [CH3:1][O:2][C:3](=[O:17])[NH:4][C:5]1[S:6][C:7]2[C:13](I)=[CH:12][CH:11]=[C:10]([O:15][CH3:16])[C:8]=2[N:9]=1.C([Sn](CCCC)(CCCC)[C:23]1[CH2:28][CH2:27][CH2:26][CH2:25][CH:24]=1)CCC.O1C=CC=C1P(C1OC=CC=1)C1OC=CC=1.